The task is: Predict the reaction yield, written as a fraction of the theoretical maximum amount of product (1.0 means a 100% yield; for example, 0.34 means a 34% yield).. This data is from Reaction yield outcomes from USPTO patents with 853,638 reactions. (1) The yield is 0.770. The product is [CH:23]([O:22][C:13]1[CH:12]=[C:11]([C:26]([F:29])([F:28])[F:27])[C:10]2[CH:9]=[C:8]3[NH:21][CH2:20][CH2:19][S:18][C:17]3=[CH:16][C:15]=2[N:14]=1)([CH3:25])[CH3:24]. The catalyst is C1(C)C=CC=CC=1.C([O-])(=O)C.[Pd+2].C([O-])(=O)C. The reactants are CC(C)([O-])C.[Na+].Br[C:8]1[CH:9]=[C:10]2[C:15](=[CH:16][C:17]=1[S:18][CH2:19][CH2:20][NH2:21])[N:14]=[C:13]([O:22][CH:23]([CH3:25])[CH3:24])[CH:12]=[C:11]2[C:26]([F:29])([F:28])[F:27]. (2) The reactants are [Cl:1][C:2]1[CH:3]=[CH:4][C:5]([NH:8][C:9](=[O:17])[C:10]2[CH:15]=[CH:14][CH:13]=[CH:12][C:11]=2[NH2:16])=[N:6][CH:7]=1.[I:18]I. The catalyst is C(O)C.S([O-])([O-])(=O)=O.[Ag+2]. The product is [NH2:16][C:11]1[CH:12]=[CH:13][C:14]([I:18])=[CH:15][C:10]=1[C:9]([NH:8][C:5]1[CH:4]=[CH:3][C:2]([Cl:1])=[CH:7][N:6]=1)=[O:17]. The yield is 0.320. (3) The product is [Br:1][C:2]1[N:7]=[C:6](/[CH:8]=[C:9](\[C:24]#[N:25])/[C:10]([NH:12][CH:13]([C:17]2[CH:22]=[CH:21][C:20]([O:23][CH2:30][O:31][CH3:32])=[CH:19][CH:18]=2)[CH2:14][CH2:15][CH3:16])=[O:11])[CH:5]=[CH:4][CH:3]=1. No catalyst specified. The reactants are [Br:1][C:2]1[N:7]=[C:6](/[CH:8]=[C:9](\[C:24]#[N:25])/[C:10]([NH:12][CH:13]([C:17]2[CH:22]=[CH:21][C:20]([OH:23])=[CH:19][CH:18]=2)[CH2:14][CH2:15][CH3:16])=[O:11])[CH:5]=[CH:4][CH:3]=1.Cl.CO.C[CH2:30][O:31][C:32](C)=O.CCCCCC. The yield is 0.950. (4) The reactants are [Cl:1][C:2]1[C:3]([F:42])=[C:4]([C@@H:8]2[C@:12]([C:15]3[CH:20]=[CH:19][C:18]([Cl:21])=[CH:17][C:16]=3[F:22])([C:13]#[N:14])[C@H:11]([CH2:23][C:24]([CH3:27])([CH3:26])[CH3:25])[NH:10][C@H:9]2[C:28]([NH:30][C:31]2[CH:39]=[CH:38][C:34]([C:35]([OH:37])=[O:36])=[CH:33][C:32]=2[O:40][CH3:41])=[O:29])[CH:5]=[CH:6][CH:7]=1.[CH3:43][C:44]1([CH3:51])[O:48][CH:47]([CH2:49]O)[CH2:46][O:45]1.[H-].[Na+]. The catalyst is O1CCCC1. The product is [Cl:1][C:2]1[C:3]([F:42])=[C:4]([C@@H:8]2[C@:12]([C:15]3[CH:20]=[CH:19][C:18]([Cl:21])=[CH:17][C:16]=3[F:22])([C:13]#[N:14])[C@H:11]([CH2:23][C:24]([CH3:26])([CH3:27])[CH3:25])[NH:10][C@H:9]2[C:28]([NH:30][C:31]2[CH:39]=[CH:38][C:34]([C:35]([O:37][CH2:49][CH:47]3[CH2:46][O:45][C:44]([CH3:51])([CH3:43])[O:48]3)=[O:36])=[CH:33][C:32]=2[O:40][CH3:41])=[O:29])[CH:5]=[CH:6][CH:7]=1. The yield is 0.870. (5) The reactants are Cl[C:2]1[N:7]=[CH:6][N:5]=[C:4]([NH2:8])[CH:3]=1.[C:9]1(B(O)O)[CH:14]=[CH:13][CH:12]=[CH:11][CH:10]=1.C(=O)([O-])[O-].[Na+].[Na+].C(O)C. The catalyst is C(COC)OC.Cl[Pd](Cl)([P](C1C=CC=CC=1)(C1C=CC=CC=1)C1C=CC=CC=1)[P](C1C=CC=CC=1)(C1C=CC=CC=1)C1C=CC=CC=1.O. The product is [C:9]1([C:2]2[N:7]=[CH:6][N:5]=[C:4]([NH2:8])[CH:3]=2)[CH:14]=[CH:13][CH:12]=[CH:11][CH:10]=1. The yield is 0.390. (6) The catalyst is CN(C)C=O. The yield is 0.270. The product is [O:1]([C:8]1[CH:16]=[CH:15][CH:14]=[CH:13][C:9]=1[C:10]([NH:35][C:36]1[CH:41]=[CH:40][CH:39]=[CH:38][C:37]=1/[CH:42]=[CH:43]/[C:44]([O:46][CH3:47])=[O:45])=[O:12])[C:2]1[CH:3]=[CH:4][CH:5]=[CH:6][CH:7]=1. The reactants are [O:1]([C:8]1[CH:16]=[CH:15][CH:14]=[CH:13][C:9]=1[C:10]([OH:12])=O)[C:2]1[CH:7]=[CH:6][CH:5]=[CH:4][CH:3]=1.C[N+]1(C2N=C(OC)N=C(OC)N=2)CCOCC1.[Cl-].[NH2:35][C:36]1[CH:41]=[CH:40][CH:39]=[CH:38][C:37]=1/[CH:42]=[CH:43]/[C:44]([O:46][CH3:47])=[O:45].O. (7) The reactants are [CH3:1][C:2]([CH3:24])([CH3:23])[CH2:3][N:4]1[C:8]2[N:9]=[C:10]([C:13]#[N:14])[N:11]=[CH:12][C:7]=2[CH:6]=[C:5]1[CH2:15][N:16]1[CH2:21][CH2:20][C:19](=O)[CH2:18][CH2:17]1.N1C=CC=CC=1.[NH2:31][OH:32]. The catalyst is C(Cl)Cl. The product is [CH3:1][C:2]([CH3:24])([CH3:23])[CH2:3][N:4]1[C:8]2[N:9]=[C:10]([C:13]#[N:14])[N:11]=[CH:12][C:7]=2[CH:6]=[C:5]1[CH2:15][N:16]1[CH2:21][CH2:20][C:19](=[N:31][OH:32])[CH2:18][CH2:17]1. The yield is 0.980. (8) The reactants are [CH2:1]([O:8][C:9]1[CH:10]=[CH:11][C:12]([O:18][CH3:19])=[C:13]([CH2:15][C:16]#N)[CH:14]=1)[C:2]1[CH:7]=[CH:6][CH:5]=[CH:4][CH:3]=1.[OH-:20].[Na+].Cl.[C:23](=O)([O-])[O-:24].[K+].[K+].CI. The catalyst is CN(C)C=O.CO.O1CCCC1. The product is [CH2:1]([O:8][C:9]1[CH:10]=[CH:11][C:12]([O:18][CH3:19])=[C:13]([CH2:15][C:16]([O:24][CH3:23])=[O:20])[CH:14]=1)[C:2]1[CH:7]=[CH:6][CH:5]=[CH:4][CH:3]=1. The yield is 0.920.